Dataset: Catalyst prediction with 721,799 reactions and 888 catalyst types from USPTO. Task: Predict which catalyst facilitates the given reaction. (1) Reactant: C([O:4][C:5]1[C:14]([CH3:15])=[CH:13][C:8]([C:9]([O:11][CH3:12])=[O:10])=[CH:7][C:6]=1[CH2:16]Br)(=O)C.[C:18](=O)(O)[O-:19].[Na+]. Product: [CH3:18][O:19][CH2:16][C:6]1[CH:7]=[C:8]([CH:13]=[C:14]([CH3:15])[C:5]=1[OH:4])[C:9]([O:11][CH3:12])=[O:10]. The catalyst class is: 5. (2) Reactant: [Br:1][C:2]1[CH:10]=[CH:9][CH:8]=[C:7]2[C:3]=1[CH:4]([C:22]1[C:27]([OH:28])=[CH:26][CH:25]=[C:24]([O:29][CH3:30])[N:23]=1)[C:5](=[O:21])[N:6]2[CH2:11][C:12]1[O:13][C:14]([C:17]([F:20])([F:19])[F:18])=[CH:15][CH:16]=1.[CH2:31]=[O:32].C(NC(C)C)(C)C. Product: [Br:1][C:2]1[CH:10]=[CH:9][CH:8]=[C:7]2[C:3]=1[C:4]([C:22]1[C:27]([OH:28])=[CH:26][CH:25]=[C:24]([O:29][CH3:30])[N:23]=1)([CH2:31][OH:32])[C:5](=[O:21])[N:6]2[CH2:11][C:12]1[O:13][C:14]([C:17]([F:19])([F:20])[F:18])=[CH:15][CH:16]=1. The catalyst class is: 4. (3) Product: [F:15][C:14]([F:17])([F:16])[C:11]1[CH:12]=[CH:13][C:8]([C:6]2[N:5]=[CH:4][N:3]=[C:2]([O:25][C:20]3[CH:21]=[CH:22][CH:23]=[CH:24][C:19]=3[NH2:18])[CH:7]=2)=[CH:9][CH:10]=1. The catalyst class is: 18. Reactant: Cl[C:2]1[CH:7]=[C:6]([C:8]2[CH:13]=[CH:12][C:11]([C:14]([F:17])([F:16])[F:15])=[CH:10][CH:9]=2)[N:5]=[CH:4][N:3]=1.[NH2:18][C:19]1[CH:24]=[CH:23][CH:22]=[CH:21][C:20]=1[OH:25].[H-].[Na+]. (4) Reactant: [CH2:1]([O:3][C:4]1[CH:5]=[C:6]([CH:24]=[CH:25][CH:26]=1)[O:7][CH2:8][C:9]([NH:11][C:12]1[CH:17]=[CH:16][C:15]([OH:18])=[CH:14][C:13]=1[NH:19][CH2:20][CH:21]([CH3:23])[CH3:22])=O)[CH3:2]. Product: [CH2:1]([O:3][C:4]1[CH:5]=[C:6]([CH:24]=[CH:25][CH:26]=1)[O:7][CH2:8][C:9]1[N:19]([CH2:20][CH:21]([CH3:23])[CH3:22])[C:13]2[CH:14]=[C:15]([OH:18])[CH:16]=[CH:17][C:12]=2[N:11]=1)[CH3:2]. The catalyst class is: 52. (5) Reactant: Cl.[CH3:2][O:3][C:4](=[O:34])[C@@H:5]([NH2:33])[CH2:6][C:7]1[CH:32]=[CH:31][C:10]2[O:11][C@H:12]([C:15]3[CH:20]=[CH:19][C:18]([O:21][CH2:22][C:23]4[CH:28]=[CH:27][C:26]([Cl:29])=[C:25]([Cl:30])[CH:24]=4)=[CH:17][CH:16]=3)[CH2:13][O:14][C:9]=2[CH:8]=1.C([O-])(O)=O.[Na+].[N+:40]([C:43]1[CH:48]=[CH:47][C:46]([S:49](Cl)(=[O:51])=[O:50])=[CH:45][CH:44]=1)([O-:42])=[O:41]. Product: [CH3:2][O:3][C:4](=[O:34])[C@@H:5]([NH:33][S:49]([C:46]1[CH:45]=[CH:44][C:43]([N+:40]([O-:42])=[O:41])=[CH:48][CH:47]=1)(=[O:50])=[O:51])[CH2:6][C:7]1[CH:32]=[CH:31][C:10]2[O:11][C@H:12]([C:15]3[CH:20]=[CH:19][C:18]([O:21][CH2:22][C:23]4[CH:28]=[CH:27][C:26]([Cl:29])=[C:25]([Cl:30])[CH:24]=4)=[CH:17][CH:16]=3)[CH2:13][O:14][C:9]=2[CH:8]=1. The catalyst class is: 25. (6) Reactant: [NH:1]1[C:5]2[CH:6]=[CH:7][CH:8]=[CH:9][C:4]=2[N:3]=[C:2]1[CH:10]([O:25][CH:26]1[CH2:31][CH2:30][N:29]([CH3:32])[CH2:28][CH2:27]1)[C:11]1[CH:12]=[C:13]([C:18]#[C:19][CH2:20][CH2:21][CH2:22][CH2:23][NH2:24])[CH:14]=[CH:15][C:16]=1[F:17].C([O-])(=O)C([O-])=O.[OH:39][C:40]1[CH:53]=[CH:52][CH:51]=[CH:50][C:41]=1[C:42]([C:44]1[CH:49]=[CH:48][CH:47]=[CH:46][CH:45]=1)=O. Product: [NH:1]1[C:5]2[CH:6]=[CH:7][CH:8]=[CH:9][C:4]=2[N:3]=[C:2]1[CH:10]([O:25][CH:26]1[CH2:27][CH2:28][N:29]([CH3:32])[CH2:30][CH2:31]1)[C:11]1[CH:12]=[C:13]([C:18]#[C:19][CH2:20][CH2:21][CH2:22][CH2:23][N:24]=[C:42]([C:44]2[CH:49]=[CH:48][CH:47]=[CH:46][CH:45]=2)[C:41]2[CH:50]=[CH:51][CH:52]=[CH:53][C:40]=2[OH:39])[CH:14]=[CH:15][C:16]=1[F:17]. The catalyst class is: 40. (7) Reactant: [O:1]=[C:2]1[CH2:6][CH2:5][C:4]([C:7]2[C:11]3[CH2:12][N:13]([C:16]([O:18][C:19]([CH3:22])([CH3:21])[CH3:20])=[O:17])[CH2:14][CH2:15][C:10]=3[N:9]([CH2:23][O:24][CH2:25][CH2:26][Si:27]([CH3:30])([CH3:29])[CH3:28])[N:8]=2)=[CH:3]1.CC(C[AlH]CC(C)C)C. Product: [OH:1][CH:2]1[CH2:6][CH2:5][C:4]([C:7]2[C:11]3[CH2:12][N:13]([C:16]([O:18][C:19]([CH3:22])([CH3:21])[CH3:20])=[O:17])[CH2:14][CH2:15][C:10]=3[N:9]([CH2:23][O:24][CH2:25][CH2:26][Si:27]([CH3:30])([CH3:29])[CH3:28])[N:8]=2)=[CH:3]1. The catalyst class is: 2. (8) Reactant: [CH2:1]([O:3][C:4](=[O:19])[CH:5]([Br:18])[C:6]([C:8]1[CH:17]=[CH:16][C:15]2[C:10](=[CH:11][CH:12]=[CH:13][CH:14]=2)[CH:9]=1)=O)[CH3:2].[NH:20]1[CH2:24][CH2:23][NH:22][C:21]1=[S:25].CCO. Product: [BrH:18].[CH2:1]([O:3][C:4]([C:5]1[S:25][C:21]2=[N:20][CH2:24][CH2:23][N:22]2[C:6]=1[C:8]1[CH:17]=[CH:16][C:15]2[C:10](=[CH:11][CH:12]=[CH:13][CH:14]=2)[CH:9]=1)=[O:19])[CH3:2]. The catalyst class is: 52.